Task: Predict which catalyst facilitates the given reaction.. Dataset: Catalyst prediction with 721,799 reactions and 888 catalyst types from USPTO (1) Reactant: C([O:3][C:4](=[O:34])[CH2:5][O:6][C:7]1[C:12]([CH2:13][CH2:14][CH3:15])=[CH:11][C:10]([O:16][CH2:17][CH2:18][C:19]2[N:20]=[C:21]([C:25]3[CH:30]=[CH:29][CH:28]=[CH:27][CH:26]=3)[O:22][C:23]=2[CH3:24])=[CH:9][C:8]=1[CH2:31][CH2:32][CH3:33])C.[OH-].[Na+]. The catalyst class is: 36. Product: [CH3:24][C:23]1[O:22][C:21]([C:25]2[CH:26]=[CH:27][CH:28]=[CH:29][CH:30]=2)=[N:20][C:19]=1[CH2:18][CH2:17][O:16][C:10]1[CH:9]=[C:8]([CH2:31][CH2:32][CH3:33])[C:7]([O:6][CH2:5][C:4]([OH:34])=[O:3])=[C:12]([CH2:13][CH2:14][CH3:15])[CH:11]=1. (2) Reactant: [OH:1][NH2:2].C([O:5][C:6](=O)[CH2:7][CH2:8][CH2:9][CH2:10][CH2:11][CH2:12][N:13]([C:20]1[CH:25]=[C:24]([O:26][CH2:27][CH3:28])[CH:23]=[CH:22][N:21]=1)[C:14]1[CH:19]=[CH:18][CH:17]=[CH:16][N:15]=1)C. Product: [OH:1][NH:2][C:6](=[O:5])[CH2:7][CH2:8][CH2:9][CH2:10][CH2:11][CH2:12][N:13]([C:20]1[CH:25]=[C:24]([O:26][CH2:27][CH3:28])[CH:23]=[CH:22][N:21]=1)[C:14]1[CH:19]=[CH:18][CH:17]=[CH:16][N:15]=1. The catalyst class is: 121.